Dataset: Catalyst prediction with 721,799 reactions and 888 catalyst types from USPTO. Task: Predict which catalyst facilitates the given reaction. (1) The catalyst class is: 10. Reactant: [Cl:1][C:2]1[CH:8]=[CH:7][C:5]([NH2:6])=[C:4]([C:9]2[CH:14]=[C:13]([O:15]C)[N:12]=[CH:11][N:10]=2)[CH:3]=1.C(ON=O)CC(C)C.[Si](N=[N+:30]=[N-:31])(C)(C)C.[C:32]([C:34]1[CH:35]=[N:36][CH:37]=[CH:38][CH:39]=1)#[CH:33]. Product: [Cl:1][C:2]1[CH:8]=[CH:7][C:5]([N:6]2[CH:33]=[C:32]([C:34]3[CH:35]=[N:36][CH:37]=[CH:38][CH:39]=3)[N:30]=[N:31]2)=[C:4]([C:9]2[N:10]=[CH:11][N:12]=[C:13]([OH:15])[CH:14]=2)[CH:3]=1. (2) Product: [CH:15]1([CH2:21][NH:22][C:2]2[CH:11]=[CH:10][C:5]([C:6]([O:8][CH3:9])=[O:7])=[CH:4][C:3]=2[N+:12]([O-:14])=[O:13])[CH2:20][CH2:19][CH2:18][CH2:17][CH2:16]1. The catalyst class is: 14. Reactant: F[C:2]1[CH:11]=[CH:10][C:5]([C:6]([O:8][CH3:9])=[O:7])=[CH:4][C:3]=1[N+:12]([O-:14])=[O:13].[CH:15]1([CH2:21][NH2:22])[CH2:20][CH2:19][CH2:18][CH2:17][CH2:16]1.